Dataset: Forward reaction prediction with 1.9M reactions from USPTO patents (1976-2016). Task: Predict the product of the given reaction. Given the reactants [N:1]1[CH:6]=[CH:5][C:4]([CH2:7][C:8]([O:10][CH2:11][CH3:12])=[O:9])=[CH:3][CH:2]=1.Cl, predict the reaction product. The product is: [NH:1]1[CH2:6][CH2:5][CH:4]([CH2:7][C:8]([O:10][CH2:11][CH3:12])=[O:9])[CH2:3][CH2:2]1.